This data is from Forward reaction prediction with 1.9M reactions from USPTO patents (1976-2016). The task is: Predict the product of the given reaction. (1) Given the reactants COC(C1N(C)C2C(C=1)=CC=C(Br)C=2)=O.COC(C1NC2C(C=1)=CC=C(Br)C=2)=O.[CH3:30][O:31][C:32]([C:34]1[C:42]2[C:37](=[CH:38][C:39]([Br:43])=[CH:40][CH:41]=2)[N:36]([CH:44](C)C)[CH:35]=1)=[O:33].COC(C1C2C(=CC(Br)=CC=2)NC=1)=O.C(Br)(C)C.COC(C1C2C(=CC(Cl)=CC=2)N(C)C=1C)=O.COC(C1C2C(=CC(Cl)=CC=2)NC=1C)=O, predict the reaction product. The product is: [CH3:30][O:31][C:32]([C:34]1[C:42]2[C:37](=[CH:38][C:39]([Br:43])=[CH:40][CH:41]=2)[N:36]([CH3:44])[CH:35]=1)=[O:33]. (2) Given the reactants C(OC([N:8]1[CH2:13][CH2:12][N:11]([CH:14]2[CH2:19][CH2:18][N:17]([C:20](=[O:62])[NH:21][C:22]3[C:27]([Cl:28])=[CH:26][C:25]([C:29]4[CH:34]=[CH:33][C:32]([C:35]5[N:36]=[C:37]([C@@H:40]6[CH2:44][C@H:43]([CH3:45])[CH2:42][N:41]6[C:46](=[O:56])[C@@H:47]([NH:51][C:52]([O:54][CH3:55])=[O:53])[CH:48]([CH3:50])[CH3:49])[NH:38][CH:39]=5)=[CH:31][CH:30]=4)=[C:24]([O:57][C:58]([F:61])([F:60])[F:59])[CH:23]=3)[CH2:16][CH2:15]2)[C@@H:10]([CH3:63])[CH2:9]1)=O)(C)(C)C, predict the reaction product. The product is: [CH3:55][O:54][C:52](=[O:53])[NH:51][C@H:47]([C:46]([N:41]1[CH2:42][C@@H:43]([CH3:45])[CH2:44][C@H:40]1[C:37]1[NH:38][CH:39]=[C:35]([C:32]2[CH:31]=[CH:30][C:29]([C:25]3[CH:26]=[C:27]([Cl:28])[C:22]([NH:21][C:20]([N:17]4[CH2:18][CH2:19][CH:14]([N:11]5[CH2:12][CH2:13][NH:8][CH2:9][C@@H:10]5[CH3:63])[CH2:15][CH2:16]4)=[O:62])=[CH:23][C:24]=3[O:57][C:58]([F:61])([F:60])[F:59])=[CH:34][CH:33]=2)[N:36]=1)=[O:56])[CH:48]([CH3:49])[CH3:50]. (3) Given the reactants C([C:3](CC)(CC)[CH:4](P(O)(O)=O)[C:5]([O-:7])=[O:6])C.[CH2:16]([Li])[CH2:17]CC.[I:21][C:22]1[CH:29]=[CH:28][C:25]([CH:26]=O)=[CH:24][CH:23]=1.C(OCC)(=O)C, predict the reaction product. The product is: [CH2:16]([O:7][C:5](=[O:6])/[C:4](/[CH3:3])=[CH:26]/[C:25]1[CH:28]=[CH:29][C:22]([I:21])=[CH:23][CH:24]=1)[CH3:17].